From a dataset of Catalyst prediction with 721,799 reactions and 888 catalyst types from USPTO. Predict which catalyst facilitates the given reaction. Reactant: [Cl:1][C:2]1[C:3]([CH2:8]O)=[N:4][N:5]([CH3:7])[CH:6]=1.[Br:10]P(Br)Br. Product: [Br:10][CH2:8][C:3]1[C:2]([Cl:1])=[CH:6][N:5]([CH3:7])[N:4]=1. The catalyst class is: 4.